From a dataset of Full USPTO retrosynthesis dataset with 1.9M reactions from patents (1976-2016). Predict the reactants needed to synthesize the given product. (1) Given the product [C:1]([N:8]1[CH2:13][CH2:12][N:11]([C:14]2[CH:19]=[CH:18][CH:17]=[CH:16][C:15]=2[CH2:20][N:22]2[CH:26]=[N:25][CH:24]=[N:23]2)[CH2:10][CH2:9]1)([O:3][C:4]([CH3:7])([CH3:6])[CH3:5])=[O:2], predict the reactants needed to synthesize it. The reactants are: [C:1]([N:8]1[CH2:13][CH2:12][N:11]([C:14]2[CH:19]=[CH:18][CH:17]=[CH:16][C:15]=2[CH2:20]O)[CH2:10][CH2:9]1)([O:3][C:4]([CH3:7])([CH3:6])[CH3:5])=[O:2].[NH:22]1[CH:26]=[N:25][CH:24]=[N:23]1.C1(P(C2C=CC=CC=2)C2C=CC=CC=2)C=CC=CC=1.CCOC(/N=N/C(OCC)=O)=O. (2) Given the product [F:40][C:39]1[C:10]([S:7]([NH:6][C:41]2[CH:46]=[CH:45][CH:44]=[C:43]([F:47])[N:42]=2)(=[O:8])=[O:9])=[CH:11][C:12]2[O:16][C:15](=[O:17])[N:14]([C@@H:18]([C:20]3[CH:25]=[CH:24][CH:23]=[CH:22][C:21]=3[C:26]3([F:37])[CH2:29][NH:28][CH2:27]3)[CH3:19])[C:13]=2[CH:38]=1, predict the reactants needed to synthesize it. The reactants are: COC1C=C(OC)C=CC=1C[N:6]([C:41]1[CH:46]=[CH:45][CH:44]=[C:43]([F:47])[N:42]=1)[S:7]([C:10]1[C:39]([F:40])=[CH:38][C:13]2[N:14]([C@@H:18]([C:20]3[CH:25]=[CH:24][CH:23]=[CH:22][C:21]=3[C:26]3([F:37])[CH2:29][N:28](C(OC(C)(C)C)=O)[CH2:27]3)[CH3:19])[C:15](=[O:17])[O:16][C:12]=2[CH:11]=1)(=[O:9])=[O:8].C(O)(C(F)(F)F)=O. (3) Given the product [F:27][C:17]1[CH:18]=[C:19]([N:22]2[CH:26]=[CH:25][CH:24]=[N:23]2)[CH:20]=[CH:21][C:16]=1[N:9]1[CH:10]=[C:11]([O:14][CH3:15])[C:12](=[O:13])[C:7]([C:5]2[N:32]([CH2:31][C:30]([F:35])([F:34])[F:29])[N:33]=[CH:3][CH:4]=2)=[N:8]1, predict the reactants needed to synthesize it. The reactants are: CN(C)[CH:3]=[CH:4][C:5]([C:7]1[C:12](=[O:13])[C:11]([O:14][CH3:15])=[CH:10][N:9]([C:16]2[CH:21]=[CH:20][C:19]([N:22]3[CH:26]=[CH:25][CH:24]=[N:23]3)=[CH:18][C:17]=2[F:27])[N:8]=1)=O.[F:29][C:30]([F:35])([F:34])[CH2:31][NH:32][NH2:33].C(O)(C(F)(F)F)=O. (4) Given the product [NH2:1][C:2](=[O:25])[C@@H:3]([NH:10][C:11]([C@@H:13]1[CH2:18][CH2:17][CH2:16][CH2:15][C@H:14]1[N:19]1[CH2:20][CH2:21][N:22]([C:45]([C:41]2[NH:40][CH:44]=[CH:43][CH:42]=2)=[O:46])[CH2:23][CH2:24]1)=[O:12])[C:4]1[CH:5]=[CH:6][CH:7]=[CH:8][CH:9]=1, predict the reactants needed to synthesize it. The reactants are: [NH2:1][C:2](=[O:25])[C@@H:3]([NH:10][C:11]([C@@H:13]1[CH2:18][CH2:17][CH2:16][CH2:15][C@H:14]1[N:19]1[CH2:24][CH2:23][NH:22][CH2:21][CH2:20]1)=[O:12])[C:4]1[CH:9]=[CH:8][CH:7]=[CH:6][CH:5]=1.C1C=CC2N(O)N=NC=2C=1.C(Cl)CCl.[NH:40]1[CH:44]=[CH:43][CH:42]=[C:41]1[C:45](O)=[O:46].CN1CCOCC1. (5) Given the product [CH3:35][O:36][C:37]1[CH:42]=[CH:41][CH:40]=[C:39]([O:43][CH3:44])[C:38]=1[C:2]1[C:10]2[C:5](=[N:6][CH:7]=[C:8]([C:11]3[CH:12]=[C:13]([C:17]([N:19]4[CH2:24][CH2:23][O:22][CH2:21][CH2:20]4)=[O:18])[CH:14]=[CH:15][CH:16]=3)[CH:9]=2)[N:4]([S:25]([C:28]2[CH:34]=[CH:33][C:31]([CH3:32])=[CH:30][CH:29]=2)(=[O:27])=[O:26])[CH:3]=1, predict the reactants needed to synthesize it. The reactants are: I[C:2]1[C:10]2[C:5](=[N:6][CH:7]=[C:8]([C:11]3[CH:12]=[C:13]([C:17]([N:19]4[CH2:24][CH2:23][O:22][CH2:21][CH2:20]4)=[O:18])[CH:14]=[CH:15][CH:16]=3)[CH:9]=2)[N:4]([S:25]([C:28]2[CH:34]=[CH:33][C:31]([CH3:32])=[CH:30][CH:29]=2)(=[O:27])=[O:26])[CH:3]=1.[CH3:35][O:36][C:37]1[CH:42]=[CH:41][CH:40]=[C:39]([O:43][CH3:44])[C:38]=1B(O)O.C(=O)([O-])[O-].[Na+].[Na+]. (6) Given the product [Cl:1][C:2]1[CH:3]=[CH:4][C:5]([C:8]2[O:12][C:11](/[CH:13]=[C:21]3/[C:19](=[O:20])[N:18]([CH2:22][C:23]([OH:25])=[O:24])[C:16](=[S:17])[S:15]/3)=[CH:10][CH:9]=2)=[CH:6][CH:7]=1, predict the reactants needed to synthesize it. The reactants are: [Cl:1][C:2]1[CH:7]=[CH:6][C:5]([C:8]2[O:12][C:11]([CH:13]=O)=[CH:10][CH:9]=2)=[CH:4][CH:3]=1.[S:15]1[CH2:21][C:19](=[O:20])[N:18]([CH2:22][C:23]([OH:25])=[O:24])[C:16]1=[S:17].C([O-])(=O)C.[Na+]. (7) Given the product [CH3:1][C:2]1([CH3:36])[C:26]2[C:6]([CH:7]=[C:8]3[C:25]=2[CH:24]=[C:23]2[C:10]([C:11]4[CH:12]=[CH:13][CH:14]=[CH:15][C:16]=4[C:17]4[CH:18]=[C:19]([C:38]5[CH:39]=[CH:40][C:41]([C:44]6[N:49]=[C:48]([N:50]7[C:62]8[CH:61]=[CH:60][CH:59]=[CH:58][C:57]=8[C:56]8[C:51]7=[CH:52][CH:53]=[CH:54][CH:55]=8)[N:47]=[C:46]([N:63]7[C:75]8[CH:74]=[CH:73][CH:72]=[CH:71][C:70]=8[C:69]8[C:64]7=[CH:76][CH:83]=[CH:82][CH:68]=8)[N:45]=6)=[CH:42][CH:43]=5)[CH:20]=[CH:21][C:22]=42)=[CH:9]3)=[CH:5][CH:4]=[CH:3]1, predict the reactants needed to synthesize it. The reactants are: [CH3:1][C:2]1([CH3:36])[C:26]2[C:6]([CH:7]=[C:8]3[C:25]=2[CH:24]=[C:23]2[C:10]([C:11]4[CH:12]=[CH:13][CH:14]=[CH:15][C:16]=4[C:17]4[CH:18]=[C:19](B5OC(C)(C)C(C)(C)O5)[CH:20]=[CH:21][C:22]=42)=[CH:9]3)=[CH:5][CH:4]=[CH:3]1.Br[C:38]1[CH:43]=[CH:42][C:41]([C:44]2[N:49]=[C:48]([N:50]3[C:62]4[CH:61]=[CH:60][CH:59]=[CH:58][C:57]=4[C:56]4[C:51]3=[CH:52][CH:53]=[CH:54][CH:55]=4)[N:47]=[C:46]([N:63]3[C:75]4[CH:74]=[CH:73][CH:72]=[CH:71][C:70]=4[C:69]4[C:64]3=CC=C[CH:68]=4)[N:45]=2)=[CH:40][CH:39]=1.[C:76]([O-])([O-])=O.[Na+].[Na+].[CH3:82][CH2:83]O. (8) Given the product [Cl:28][C:22]1[CH:23]=[C:24]([Cl:27])[CH:25]=[CH:26][C:21]=1[C:16]1[N:17]=[C:18]([CH2:19][CH3:20])[C:13]([NH:12][C@H:6]2[C@@H:7]([O:9][CH2:10][CH3:11])[CH2:8][N:4]([C:32]([O:34][CH2:35][CH3:36])=[O:33])[CH2:5]2)=[N:14][C:15]=1[CH2:29][CH3:30], predict the reactants needed to synthesize it. The reactants are: C([N:4]1[CH2:8][C@H:7]([O:9][CH2:10][CH3:11])[C@H:6]([NH:12][C:13]2[C:18]([CH2:19][CH3:20])=[N:17][C:16]([C:21]3[CH:26]=[CH:25][C:24]([Cl:27])=[CH:23][C:22]=3[Cl:28])=[C:15]([CH2:29][CH3:30])[N:14]=2)[CH2:5]1)(=O)C.Cl[C:32]([O:34][CH2:35][CH3:36])=[O:33]. (9) Given the product [C:5](=[O:18])([O:15][CH2:16][CH3:17])[O:6][C:7]1[CH:12]=[C:11]([N+:1]([O-:4])=[O:2])[CH:10]=[C:9]([F:13])[C:8]=1[F:14], predict the reactants needed to synthesize it. The reactants are: [N+:1]([O-:4])(O)=[O:2].[C:5](=[O:18])([O:15][CH2:16][CH3:17])[O:6][C:7]1[CH:12]=[CH:11][CH:10]=[C:9]([F:13])[C:8]=1[F:14]. (10) Given the product [CH:1]([N:14]1[CH2:17][CH:16]([O:18][CH:23]([C:24]2[CH:29]=[CH:28][CH:27]=[CH:26][CH:25]=2)[C:22]2[CH:31]=[CH:32][CH:33]=[CH:34][C:21]=2[C:20]([F:36])([F:35])[F:19])[CH2:15]1)([C:8]1[CH:13]=[CH:12][CH:11]=[CH:10][CH:9]=1)[C:2]1[CH:3]=[CH:4][CH:5]=[CH:6][CH:7]=1, predict the reactants needed to synthesize it. The reactants are: [CH:1]([N:14]1[CH2:17][CH:16]([OH:18])[CH2:15]1)([C:8]1[CH:13]=[CH:12][CH:11]=[CH:10][CH:9]=1)[C:2]1[CH:7]=[CH:6][CH:5]=[CH:4][CH:3]=1.[F:19][C:20]([F:36])([F:35])[C:21]1[CH:34]=[CH:33][CH:32]=[CH:31][C:22]=1[CH:23](O)[C:24]1[CH:29]=[CH:28][CH:27]=[CH:26][CH:25]=1.C(N1CC(OC(C2C=CC(Cl)=CC=2)C2C=CC(Cl)=CC=2Cl)C1)(C1C=CC=CC=1)C1C=CC=CC=1.